From a dataset of Reaction yield outcomes from USPTO patents with 853,638 reactions. Predict the reaction yield, written as a fraction of the theoretical maximum amount of product (1.0 means a 100% yield; for example, 0.34 means a 34% yield). (1) The reactants are C1C2C(=CC=CC=2)[C@H](N)[C@@H]1O.[N+:12]([C:15]1[CH:16]=[C:17]([C:21](=[O:23])[CH3:22])[CH:18]=[CH:19][CH:20]=1)([O-:14])=[O:13]. The catalyst is O1CCCC1. The product is [N+:12]([C:15]1[CH:16]=[C:17]([C@H:21]([OH:23])[CH3:22])[CH:18]=[CH:19][CH:20]=1)([O-:14])=[O:13]. The yield is 0.860. (2) The catalyst is O1CCCC1. The yield is 0.950. The product is [C:1]([O:5][C:6]([N:8]1[CH2:13][CH2:12][CH:11]([CH2:14][CH2:15][CH2:16][NH2:17])[CH2:10][CH2:9]1)=[O:7])([CH3:4])([CH3:3])[CH3:2]. The reactants are [C:1]([O:5][C:6]([N:8]1[CH2:13][CH2:12][CH:11]([CH2:14][CH2:15][CH2:16][N:17]=[N+]=[N-])[CH2:10][CH2:9]1)=[O:7])([CH3:4])([CH3:3])[CH3:2].C1(P(C2C=CC=CC=2)C2C=CC=CC=2)C=CC=CC=1.